This data is from Reaction yield outcomes from USPTO patents with 853,638 reactions. The task is: Predict the reaction yield, written as a fraction of the theoretical maximum amount of product (1.0 means a 100% yield; for example, 0.34 means a 34% yield). (1) The reactants are [Cl:1][C:2]1[C:3]([CH2:29][CH3:30])=[C:4]([NH:10][C@H:11]([C@@H:26]([OH:28])[CH3:27])[C:12]([NH:14][NH:15][C:16](=O)[C:17]2[CH:22]=[CH:21][C:20]([C:23]#[N:24])=[CH:19][CH:18]=2)=[O:13])[CH:5]=[CH:6][C:7]=1[C:8]#[N:9].C(NP1(N(CC)CC)N(C)CCCN1C)(C)(C)C. The catalyst is C1COCC1. The product is [Cl:1][C:2]1[C:3]([CH2:29][CH3:30])=[C:4]([NH:10][C@@H:11]([C:12]2[O:13][C:16]([C:17]3[CH:18]=[CH:19][C:20]([C:23]#[N:24])=[CH:21][CH:22]=3)=[N:15][N:14]=2)[C@H:26]([OH:28])[CH3:27])[CH:5]=[CH:6][C:7]=1[C:8]#[N:9]. The yield is 0.170. (2) The catalyst is CN(C=O)C.ClCCl. The product is [N:25]1[CH:30]=[CH:29][CH:28]=[CH:27][C:26]=1[C:31]1[CH:32]=[CH:33][C:34]([CH2:37][NH:38][C:39]2[CH:40]=[CH:41][C:42]([C@@H:45]3[CH2:47][C@H:46]3[C:48]([NH2:2])=[O:50])=[CH:43][CH:44]=2)=[CH:35][CH:36]=1. The yield is 0.380. The reactants are C[N:2](C(ON1N=NC2C=CC=NC1=2)=[N+](C)C)C.F[P-](F)(F)(F)(F)F.[N:25]1[CH:30]=[CH:29][CH:28]=[CH:27][C:26]=1[C:31]1[CH:36]=[CH:35][C:34]([CH2:37][NH:38][C:39]2[CH:44]=[CH:43][C:42]([C@@H:45]3[CH2:47][C@H:46]3[C:48]([OH:50])=O)=[CH:41][CH:40]=2)=[CH:33][CH:32]=1.[OH-].[NH4+].O. (3) The reactants are C1N(P(Cl)(N2C(=O)OCC2)=O)C(=O)OC1.[OH:16][C:17]1([C:28]2[CH:33]=[CH:32][C:31]([C:34](=[N:36][OH:37])[NH2:35])=[CH:30][CH:29]=2)[CH2:20][N:19]([C:21]([O:23][C:24]([CH3:27])([CH3:26])[CH3:25])=[O:22])[CH2:18]1.[Cl:38][C:39]1[CH:40]=[C:41]([C:46]2([CH2:52][CH2:53][C:54](O)=O)[CH2:51][CH2:50][CH2:49][CH2:48][CH2:47]2)[CH:42]=[C:43]([Cl:45])[CH:44]=1.C(N(C(C)C)CC)(C)C.[F-].C([N+](CCCC)(CCCC)CCCC)CCC.C1COCC1. The catalyst is CN(C=O)C.C(OCC)(=O)C. The product is [Cl:38][C:39]1[CH:40]=[C:41]([C:46]2([CH2:52][CH2:53][C:54]3[O:37][N:36]=[C:34]([C:31]4[CH:32]=[CH:33][C:28]([C:17]5([OH:16])[CH2:20][N:19]([C:21]([O:23][C:24]([CH3:27])([CH3:26])[CH3:25])=[O:22])[CH2:18]5)=[CH:29][CH:30]=4)[N:35]=3)[CH2:51][CH2:50][CH2:49][CH2:48][CH2:47]2)[CH:42]=[C:43]([Cl:45])[CH:44]=1. The yield is 0.500. (4) The reactants are [F:1][C:2]1[CH:7]=[C:6]([O:8][CH3:9])[CH:5]=[C:4]([F:10])[C:3]=1[C:11]1[N:16]=[C:15]([C:17]([O:19]C)=[O:18])[CH:14]=[CH:13][C:12]=1[F:21].[Li+].[OH-]. The catalyst is C1COCC1.CO. The product is [F:1][C:2]1[CH:7]=[C:6]([O:8][CH3:9])[CH:5]=[C:4]([F:10])[C:3]=1[C:11]1[N:16]=[C:15]([C:17]([OH:19])=[O:18])[CH:14]=[CH:13][C:12]=1[F:21]. The yield is 0.840. (5) The reactants are [Al+3].[Cl-].[Cl-].[Cl-].[CH3:5][O:6][C:7]1[CH:15]=[N:14][C:13]([N:16]2[CH:20]=[C:19]([CH3:21])[N:18]=[N:17]2)=[C:12]2[C:8]=1[CH:9]=[CH:10][NH:11]2.Cl[C:23]([C:25]([O:27][CH3:28])=[O:26])=[O:24]. The catalyst is C(Cl)Cl.C[N+]([O-])=O. The product is [CH3:28][O:27][C:25](=[O:26])[C:23]([C:9]1[C:8]2[C:12](=[C:13]([N:16]3[CH:20]=[C:19]([CH3:21])[N:18]=[N:17]3)[N:14]=[CH:15][C:7]=2[O:6][CH3:5])[NH:11][CH:10]=1)=[O:24]. The yield is 0.150. (6) The reactants are Cl[C:2]1[N:7]=[C:6]([O:8][CH3:9])[N:5]=[C:4]([NH:10][CH2:11][C:12]2[CH:16]=[CH:15][S:14][CH:13]=2)[CH:3]=1.[C:17]([C:20]([C:23]1[CH:24]=[C:25](B(O)O)[CH:26]=[CH:27][CH:28]=1)([CH3:22])[CH3:21])([OH:19])=[O:18].C([O-])([O-])=O.[Cs+].[Cs+]. The catalyst is COCCOC.O.C1C=CC([P]([Pd]([P](C2C=CC=CC=2)(C2C=CC=CC=2)C2C=CC=CC=2)([P](C2C=CC=CC=2)(C2C=CC=CC=2)C2C=CC=CC=2)[P](C2C=CC=CC=2)(C2C=CC=CC=2)C2C=CC=CC=2)(C2C=CC=CC=2)C2C=CC=CC=2)=CC=1. The product is [CH3:9][O:8][C:6]1[N:7]=[C:2]([C:25]2[CH:24]=[C:23]([C:20]([CH3:22])([CH3:21])[C:17]([OH:19])=[O:18])[CH:28]=[CH:27][CH:26]=2)[CH:3]=[C:4]([NH:10][CH2:11][C:12]2[CH:16]=[CH:15][S:14][CH:13]=2)[N:5]=1. The yield is 0.0460.